This data is from Full USPTO retrosynthesis dataset with 1.9M reactions from patents (1976-2016). The task is: Predict the reactants needed to synthesize the given product. Given the product [CH3:12][N:1]1[C:5]2[CH:6]=[CH:7][CH:8]=[CH:9][C:4]=2[CH2:3][S:2]1(=[O:10])=[O:11], predict the reactants needed to synthesize it. The reactants are: [NH:1]1[C:5]2[CH:6]=[CH:7][CH:8]=[CH:9][C:4]=2[CH2:3][S:2]1(=[O:11])=[O:10].[C:12](=O)([O-])[O-].[K+].[K+].IC.